From a dataset of Catalyst prediction with 721,799 reactions and 888 catalyst types from USPTO. Predict which catalyst facilitates the given reaction. (1) Reactant: C1(C)C=CC(S(O)(=O)=O)=CC=1.[C:12]1([CH:18]([CH:21]=O)[CH:19]=O)[CH:17]=[CH:16][CH:15]=[CH:14][CH:13]=1.[N+:23]([C:26]1[CH:31]=[CH:30][CH:29]=[CH:28][C:27]=1[NH:32][NH2:33])([O-:25])=[O:24]. Product: [N+:23]([C:26]1[CH:31]=[CH:30][CH:29]=[CH:28][C:27]=1[N:32]1[CH:21]=[C:18]([C:12]2[CH:17]=[CH:16][CH:15]=[CH:14][CH:13]=2)[CH:19]=[N:33]1)([O-:25])=[O:24]. The catalyst class is: 14. (2) The catalyst class is: 3. Product: [CH3:7][C:6]1[CH:10]=[C:2]([Br:1])[CH:3]=[C:4]([N+:12]([O-:14])=[O:13])[C:5]=1[CH3:11]. Reactant: [Br:1][C:2]1[CH:3]=[C:4]([N+:12]([O-:14])=[O:13])[C:5]([CH3:11])=[C:6]([CH:10]=1)[C:7](O)=O.C(=O)([O-])[O-].[Na+].[Na+].CI. (3) Reactant: [H-].[Na+].[C:3]([C:5]([CH3:27])([CH3:26])[C:6]1[CH:7]=[C:8]([CH:22]=[C:23]([OH:25])[CH:24]=1)[C:9]([NH:11][C:12]1[CH:17]=[CH:16][C:15]([CH3:18])=[C:14]([N+:19]([O-:21])=[O:20])[CH:13]=1)=[O:10])#[N:4].I[CH:29]1[CH2:34][CH2:33][N:32]([CH3:35])[CH2:31][CH2:30]1.O. Product: [C:3]([C:5]([CH3:27])([CH3:26])[C:6]1[CH:7]=[C:8]([CH:22]=[C:23]([O:25][CH:29]2[CH2:34][CH2:33][N:32]([CH3:35])[CH2:31][CH2:30]2)[CH:24]=1)[C:9]([NH:11][C:12]1[CH:17]=[CH:16][C:15]([CH3:18])=[C:14]([N+:19]([O-:21])=[O:20])[CH:13]=1)=[O:10])#[N:4]. The catalyst class is: 3. (4) Reactant: Br[C:2]1[CH:3]=[C:4]([NH:10][C:11]2[CH:15]=[C:14]([CH3:16])[N:13]([CH2:17][CH3:18])[N:12]=2)[C:5](=[O:9])[N:6]([CH3:8])[CH:7]=1.[C:19]([O:22][CH2:23][C:24]1[C:25]([N:33]2[CH2:44][CH2:43][N:42]3[C:35](=[CH:36][C:37]4[CH2:38][C:39]([CH3:46])([CH3:45])[CH2:40][C:41]=43)[C:34]2=[O:47])=[N:26][CH:27]=[CH:28][C:29]=1B(O)O)(=[O:21])[CH3:20].[O-]P([O-])([O-])=O.[K+].[K+].[K+].C([O-])(=O)C.[Na+]. Product: [C:19]([O:22][CH2:23][C:24]1[C:25]([N:33]2[CH2:44][CH2:43][N:42]3[C:35](=[CH:36][C:37]4[CH2:38][C:39]([CH3:46])([CH3:45])[CH2:40][C:41]=43)[C:34]2=[O:47])=[N:26][CH:27]=[CH:28][C:29]=1[C:2]1[CH:3]=[C:4]([NH:10][C:11]2[CH:15]=[C:14]([CH3:16])[N:13]([CH2:17][CH3:18])[N:12]=2)[C:5](=[O:9])[N:6]([CH3:8])[CH:7]=1)(=[O:21])[CH3:20]. The catalyst class is: 379. (5) Reactant: [NH2:1][CH2:2][CH:3]([OH:5])[CH3:4].C(N(CC)CC)C.Cl[C:14](=[O:20])[C:15]([O:17][CH2:18][CH3:19])=[O:16]. Product: [OH:5][CH:3]([CH3:4])[CH2:2][NH:1][C:14](=[O:20])[C:15]([O:17][CH2:18][CH3:19])=[O:16]. The catalyst class is: 2.